This data is from Full USPTO retrosynthesis dataset with 1.9M reactions from patents (1976-2016). The task is: Predict the reactants needed to synthesize the given product. (1) The reactants are: COC=CC#N.C[O-].[Na+].C(OCC)=O.[Na:15].[CH2:16]([O:18][CH:19]([O:25][CH2:26]C)[C:20](=[CH:23][OH:24])[C:21]#[N:22])[CH3:17]. Given the product [CH2:16]([O:18][CH:19]([O:25][CH3:26])[C:20](=[CH:23][OH:24])[C:21]#[N:22])[CH3:17].[Na:15].[CH3:16][O:18][CH:19]([O:25][CH3:26])[C:20](=[CH:23][OH:24])[C:21]#[N:22], predict the reactants needed to synthesize it. (2) Given the product [C:1]([O:5][C:6]([NH:8][C:9]1[N:14]=[CH:13][C:12]([C:15]2[C:24]([N:25]([CH:27]([CH3:28])[CH3:29])[CH3:26])=[N:23][C:22]3[C:17](=[CH:18][CH:19]=[C:20]([C:30]([OH:32])=[O:31])[CH:21]=3)[N:16]=2)=[CH:11][CH:10]=1)=[O:7])([CH3:2])([CH3:4])[CH3:3], predict the reactants needed to synthesize it. The reactants are: [C:1]([O:5][C:6]([NH:8][C:9]1[N:14]=[CH:13][C:12]([C:15]2[C:24]([N:25]([CH:27]([CH3:29])[CH3:28])[CH3:26])=[N:23][C:22]3[C:17](=[CH:18][CH:19]=[C:20]([C:30]([O:32]C)=[O:31])[CH:21]=3)[N:16]=2)=[CH:11][CH:10]=1)=[O:7])([CH3:4])([CH3:3])[CH3:2].[OH-].[Na+].O. (3) Given the product [CH2:8]([CH:10]([CH2:14][CH2:15][CH2:16][CH3:17])[C:11]([O-:13])=[O:12])[CH3:9].[CH3:27][N+:25]([CH3:26])([CH2:18][CH3:19])[CH2:5][C:2]1[CH:3]=[CH:35][C:34]([O:37][CH3:38])=[CH:33][CH:4]=1, predict the reactants needed to synthesize it. The reactants are: C(O)(=O)[C:2]([CH3:5])([CH3:4])[CH3:3].[CH2:8]([CH:10]([CH2:14][CH2:15][CH2:16][CH3:17])[C:11]([OH:13])=[O:12])[CH3:9].[CH2:18]([N:25]([CH3:27])[CH3:26])[C:19]1C=CC=CC=1.CN(C)CC1C=[CH:35][C:34]([O:37][CH3:38])=[CH:33]C=1. (4) Given the product [F:1][C:2]1[CH:17]=[CH:16][C:5]([CH2:6][N:7]([CH:18]=[O:19])[NH:8][C:9]([O:11][C:12]([CH3:13])([CH3:14])[CH3:15])=[O:10])=[CH:4][CH:3]=1, predict the reactants needed to synthesize it. The reactants are: [F:1][C:2]1[CH:17]=[CH:16][C:5]([CH2:6][NH:7][NH:8][C:9]([O:11][C:12]([CH3:15])([CH3:14])[CH3:13])=[O:10])=[CH:4][CH:3]=1.[CH:18](OCC)=[O:19].